The task is: Regression/Classification. Given a drug SMILES string, predict its absorption, distribution, metabolism, or excretion properties. Task type varies by dataset: regression for continuous measurements (e.g., permeability, clearance, half-life) or binary classification for categorical outcomes (e.g., BBB penetration, CYP inhibition). Dataset: cyp1a2_veith.. This data is from CYP1A2 inhibition data for predicting drug metabolism from PubChem BioAssay. (1) The compound is O=c1c2ccc([N+](=O)[O-])c3cccc(c32)c2nc3ccccc3n12. The result is 1 (inhibitor). (2) The molecule is Cc1ccc(CNC(=O)COC(=O)c2cnccn2)cc1. The result is 1 (inhibitor). (3) The compound is O=C(c1ccncc1)N1CCC[C@@]2(CCN(Cc3nccs3)C2)C1. The result is 0 (non-inhibitor). (4) The compound is NNCc1cccc(O)c1. The result is 1 (inhibitor). (5) The molecule is Cc1ccc2nc(-c3ccc(NC(=O)Cc4cccs4)cc3)[nH]c2c1. The result is 1 (inhibitor).